Dataset: Full USPTO retrosynthesis dataset with 1.9M reactions from patents (1976-2016). Task: Predict the reactants needed to synthesize the given product. (1) Given the product [Cl:1][C:2]1[CH:3]=[C:4]2[C:12](=[C:13]([NH2:21])[C:14]=1[S:15][CH2:16][CH2:17][N:18]([CH3:19])[CH3:20])[NH:11][C:10]1[CH:9]=[N:8][CH:7]=[CH:6][C:5]2=1, predict the reactants needed to synthesize it. The reactants are: [Cl:1][C:2]1[CH:3]=[C:4]2[C:12](=[C:13]([N+:21]([O-])=O)[C:14]=1[S:15][CH2:16][CH2:17][N:18]([CH3:20])[CH3:19])[NH:11][C:10]1[CH:9]=[N:8][CH:7]=[CH:6][C:5]2=1.[Cl-].[NH4+].C. (2) Given the product [CH2:31]([N:33]1[C:4]([C:13]2[CH:30]=[CH:29][C:16]([O:17][CH2:18][C:19]3[CH:28]=[CH:27][C:26]4[C:21](=[CH:22][CH:23]=[CH:24][CH:25]=4)[N:20]=3)=[CH:15][CH:14]=2)=[C:5]([C:7]2[CH:8]=[CH:9][N:10]=[CH:11][CH:12]=2)[CH:6]=[N:34]1)[CH3:32], predict the reactants needed to synthesize it. The reactants are: CN1[CH:6]=[C:5]([C:7]2[CH:12]=[CH:11][N:10]=[CH:9][CH:8]=2)[C:4]([C:13]2[CH:30]=[CH:29][C:16]([O:17][CH2:18][C:19]3[CH:28]=[CH:27][C:26]4[C:21](=[CH:22][CH:23]=[CH:24][CH:25]=4)[N:20]=3)=[CH:15][CH:14]=2)=N1.[CH2:31]([NH:33][NH2:34])[CH3:32].